From a dataset of Forward reaction prediction with 1.9M reactions from USPTO patents (1976-2016). Predict the product of the given reaction. (1) Given the reactants [C:1]([OH:5])(C)([CH3:3])[CH3:2].[Cl:6][C:7]1[CH:8]=C([CH:12]=[CH:13][CH:14]=1)C=C.[OH2:15], predict the reaction product. The product is: [Cl:6][C:7]1[CH:8]=[C:2]([C@H:1]([OH:5])[CH2:3][OH:15])[CH:12]=[CH:13][CH:14]=1. (2) Given the reactants FC(F)(F)C(O)=O.[CH2:8]([N:15]1[CH2:20][CH2:19][O:18][CH:17]([C:21]([NH:23][C:24]2[CH:25]=[C:26]3[C:30](=[CH:31][CH:32]=2)[N:29](C(C2C=CC=CC=2)(C2C=CC=CC=2)C2C=CC=CC=2)[N:28]=[C:27]3[C:52]2[CH:57]=[CH:56][N:55]=[CH:54][CH:53]=2)=[O:22])[CH2:16]1)[C:9]1[CH:14]=[CH:13][CH:12]=[CH:11][CH:10]=1.C([SiH](CC)CC)C, predict the reaction product. The product is: [CH2:8]([N:15]1[CH2:20][CH2:19][O:18][CH:17]([C:21]([NH:23][C:24]2[CH:25]=[C:26]3[C:30](=[CH:31][CH:32]=2)[NH:29][N:28]=[C:27]3[C:52]2[CH:53]=[CH:54][N:55]=[CH:56][CH:57]=2)=[O:22])[CH2:16]1)[C:9]1[CH:10]=[CH:11][CH:12]=[CH:13][CH:14]=1. (3) Given the reactants [Cl:1][C:2]1[C:3]([F:14])=[N:4][C:5]([F:13])=[C:6]([Cl:12])[C:7]=1[CH2:8]C(O)=O.[Br:15]Br, predict the reaction product. The product is: [Br:15][CH2:8][C:7]1[C:2]([Cl:1])=[C:3]([F:14])[N:4]=[C:5]([F:13])[C:6]=1[Cl:12]. (4) Given the reactants [NH2:1][C:2]1[N:7]([C:8]2[C:13]([F:14])=[CH:12][C:11]([CH2:15][CH2:16][OH:17])=[CH:10][C:9]=2[F:18])[C:6](=[O:19])[CH:5]=[CH:4][C:3]=1[C:20](=[O:28])[C:21]1[CH:26]=[CH:25][C:24]([F:27])=[CH:23][CH:22]=1.[CH3:29][S:30](Cl)(=[O:32])=[O:31].CCN(CC)CC, predict the reaction product. The product is: [CH3:29][S:30]([O:17][CH2:16][CH2:15][C:11]1[CH:12]=[C:13]([F:14])[C:8]([N:7]2[C:2]([NH2:1])=[C:3]([C:20](=[O:28])[C:21]3[CH:22]=[CH:23][C:24]([F:27])=[CH:25][CH:26]=3)[CH:4]=[CH:5][C:6]2=[O:19])=[C:9]([F:18])[CH:10]=1)(=[O:32])=[O:31]. (5) Given the reactants [CH:1]1([N:6]2[CH2:11][CH2:10][N:9]([C:12]([C:14]3[CH:15]=[C:16]4[C:20](=[CH:21][CH:22]=3)[NH:19][C:18]([C:23]([N:25]3[CH2:30][CH2:29][S:28](=[O:32])(=[O:31])[CH2:27][CH2:26]3)=[O:24])=[CH:17]4)=[O:13])[CH2:8][CH2:7]2)[CH2:5][CH2:4][CH2:3][CH2:2]1.[F:33][C:34]1[CH:35]=[C:36](B(O)O)[CH:37]=[CH:38][CH:39]=1.N1C=CC=CC=1, predict the reaction product. The product is: [CH:1]1([N:6]2[CH2:7][CH2:8][N:9]([C:12]([C:14]3[CH:15]=[C:16]4[C:20](=[CH:21][CH:22]=3)[N:19]([C:38]3[CH:37]=[CH:36][CH:35]=[C:34]([F:33])[CH:39]=3)[C:18]([C:23]([N:25]3[CH2:30][CH2:29][S:28](=[O:31])(=[O:32])[CH2:27][CH2:26]3)=[O:24])=[CH:17]4)=[O:13])[CH2:10][CH2:11]2)[CH2:2][CH2:3][CH2:4][CH2:5]1. (6) Given the reactants [C:1]1(=[O:10])[C:9]2[C:4](=[CH:5][CH:6]=[CH:7][CH:8]=2)[CH2:3][NH:2]1.[H-].[Na+].Br[CH2:14][C:15]1[CH:20]=[CH:19][C:18]([CH:21]([CH:27]([CH3:32])[C:28]([F:31])([F:30])[F:29])[C:22]([O:24][CH2:25][CH3:26])=[O:23])=[CH:17][CH:16]=1.O, predict the reaction product. The product is: [F:29][C:28]([F:30])([F:31])[CH:27]([CH3:32])[CH:21]([C:18]1[CH:17]=[CH:16][C:15]([CH2:14][N:2]2[CH2:3][C:4]3[C:9](=[CH:8][CH:7]=[CH:6][CH:5]=3)[C:1]2=[O:10])=[CH:20][CH:19]=1)[C:22]([O:24][CH2:25][CH3:26])=[O:23]. (7) Given the reactants [C:1]([O:5][C:6]([NH:8][C:9]1[C:17]([C:18]([OH:20])=O)=[C:12]2[N:13]=[CH:14][CH:15]=[CH:16][N:11]2[N:10]=1)=[O:7])([CH3:4])([CH3:3])[CH3:2].[Cl:21][C:22]1[CH:23]=[CH:24][C:25]([O:35][CH3:36])=[C:26]([C:28]2[N:32](C)[N:31]=[CH:30][C:29]=2[NH2:34])[CH:27]=1.[CH:37](N(CC)C(C)C)(C)C.C1CN([P+](ON2N=NC3C=CC=NC2=3)(N2CCCC2)N2CCCC2)CC1.F[P-](F)(F)(F)(F)F, predict the reaction product. The product is: [Cl:21][C:22]1[CH:23]=[CH:24][C:25]([O:35][CH3:36])=[C:26]([C:28]2[C:29]([NH:34][C:18]([C:17]3[C:9]([NH:8][C:6](=[O:7])[O:5][C:1]([CH3:2])([CH3:3])[CH3:4])=[N:10][N:11]4[CH:16]=[CH:15][CH:14]=[N:13][C:12]=34)=[O:20])=[CH:30][N:31]([CH3:37])[N:32]=2)[CH:27]=1.